This data is from hERG potassium channel inhibition data for cardiac toxicity prediction from Karim et al.. The task is: Regression/Classification. Given a drug SMILES string, predict its toxicity properties. Task type varies by dataset: regression for continuous values (e.g., LD50, hERG inhibition percentage) or binary classification for toxic/non-toxic outcomes (e.g., AMES mutagenicity, cardiotoxicity, hepatotoxicity). Dataset: herg_karim. (1) The compound is Cc1nc2n(c(=O)c1CCN1CCC(c3noc4cc(F)ccc34)CC1)CCCC2O. The result is 1 (blocker). (2) The compound is CN1CC2CC1CN2c1ncc(-c2ccc3[nH]c(C(F)(F)F)cc3c2)cn1. The result is 1 (blocker). (3) The drug is C[NH+]1CC[NH+](CCCCN2C(=O)CN(/N=C/c3ccc(-c4ccc(Cl)cc4)o3)C2=O)CC1. The result is 1 (blocker).